From a dataset of Catalyst prediction with 721,799 reactions and 888 catalyst types from USPTO. Predict which catalyst facilitates the given reaction. (1) Reactant: [Cl:1][C:2]1[CH:3]=[C:4]([CH:30]=[CH:31][CH:32]=1)[C:5]([NH:7][C:8]1[C:9]([N:20]2[CH2:25][CH2:24][CH:23]([CH2:26][C:27]([OH:29])=O)[CH2:22][CH2:21]2)=[N:10][CH:11]=[C:12]([C:14]2[CH:19]=[CH:18][CH:17]=[CH:16][CH:15]=2)[CH:13]=1)=[O:6].[CH3:33][N:34]1[CH2:40][CH2:39][CH2:38][NH:37][CH2:36][CH2:35]1.F[B-](F)(F)F.N1(OC(N(C)C)=[N+](C)C)C2C=CC=CC=2N=N1.C(N(CC)CC)C. Product: [Cl:1][C:2]1[CH:3]=[C:4]([CH:30]=[CH:31][CH:32]=1)[C:5]([NH:7][C:8]1[C:9]([N:20]2[CH2:21][CH2:22][CH:23]([CH2:26][C:27]([N:37]3[CH2:38][CH2:39][CH2:40][N:34]([CH3:33])[CH2:35][CH2:36]3)=[O:29])[CH2:24][CH2:25]2)=[N:10][CH:11]=[C:12]([C:14]2[CH:19]=[CH:18][CH:17]=[CH:16][CH:15]=2)[CH:13]=1)=[O:6]. The catalyst class is: 9. (2) The catalyst class is: 23. Product: [CH3:27][C:26]([CH3:29])([CH3:28])[C:25](=[O:30])[CH2:24][N:7]1[CH2:6][CH:5]2[CH2:9][CH:1]([CH2:2][N:3]([CH2:10][CH:11]([OH:22])[CH2:12][O:13][C:14]3[CH:15]=[CH:16][C:17]([C:18]#[N:19])=[CH:20][CH:21]=3)[CH2:4]2)[CH2:8]1. Reactant: [CH:1]12[CH2:9][CH:5]([CH2:6][NH:7][CH2:8]1)[CH2:4][N:3]([CH2:10][CH:11]([OH:22])[CH2:12][O:13][C:14]1[CH:21]=[CH:20][C:17]([C:18]#[N:19])=[CH:16][CH:15]=1)[CH2:2]2.Cl[CH2:24][C:25](=[O:30])[C:26]([CH3:29])([CH3:28])[CH3:27].C([O-])([O-])=O.[K+].[K+]. (3) Reactant: [CH2:1]1[C:10]2[C:5](=[CH:6][CH:7]=[CH:8][CH:9]=2)[CH2:4][CH2:3][N:2]1[CH2:11][CH:12]([OH:35])[CH2:13][NH:14][C:15]([C:17]1[CH:18]=[C:19]([CH:23]2[CH2:27][CH2:26][CH2:25][N:24]2C(OC(C)(C)C)=O)[CH:20]=[CH:21][CH:22]=1)=[O:16].Cl. Product: [CH2:1]1[C:10]2[C:5](=[CH:6][CH:7]=[CH:8][CH:9]=2)[CH2:4][CH2:3][N:2]1[CH2:11][CH:12]([OH:35])[CH2:13][NH:14][C:15](=[O:16])[C:17]1[CH:22]=[CH:21][CH:20]=[C:19]([CH:23]2[CH2:27][CH2:26][CH2:25][NH:24]2)[CH:18]=1. The catalyst class is: 425. (4) Reactant: [CH3:1][O:2][C:3]([C:5]1[CH:6]=[C:7]([CH:11]=[CH:12][CH:13]=1)[C:8](O)=[O:9])=[O:4].C(Cl)(=O)C([Cl:17])=O. Product: [Cl:17][C:8]([C:7]1[CH:6]=[C:5]([CH:13]=[CH:12][CH:11]=1)[C:3]([O:2][CH3:1])=[O:4])=[O:9]. The catalyst class is: 120. (5) Reactant: [Cl:1][C:2]1[CH:3]=[C:4]([CH2:9][OH:10])[CH:5]=[C:6]([Cl:8])[CH:7]=1.N1C(C)=CC=CC=1C.O([Si:27]([CH:34]([CH3:36])[CH3:35])([CH:31]([CH3:33])[CH3:32])[CH:28]([CH3:30])[CH3:29])S(C(F)(F)F)(=O)=O. The catalyst class is: 34. Product: [Cl:1][C:2]1[CH:3]=[C:4]([CH:5]=[C:6]([Cl:8])[CH:7]=1)[CH2:9][O:10][Si:27]([CH:34]([CH3:36])[CH3:35])([CH:31]([CH3:33])[CH3:32])[CH:28]([CH3:30])[CH3:29]. (6) Reactant: [Cl:1][C:2]1[CH:3]=[C:4]([C:12]2[O:16][N:15]=[C:14]([C:17]3[CH:18]=[C:19]4[C:23](=[CH:24][CH:25]=3)[NH:22][CH:21]=[CH:20]4)[N:13]=2)[CH:5]=[CH:6][C:7]=1[O:8][CH:9]([CH3:11])[CH3:10].C([O-])([O-])=O.[Cs+].[Cs+].Br[CH:33]([F:40])[C:34]([F:39])([F:38])[C:35]([OH:37])=[O:36]. Product: [Cl:1][C:2]1[CH:3]=[C:4]([C:12]2[O:16][N:15]=[C:14]([C:17]3[CH:18]=[C:19]4[C:23](=[CH:24][CH:25]=3)[N:22]([CH:33]([F:40])[C:34]([F:39])([F:38])[C:35]([OH:37])=[O:36])[CH:21]=[CH:20]4)[N:13]=2)[CH:5]=[CH:6][C:7]=1[O:8][CH:9]([CH3:11])[CH3:10]. The catalyst class is: 3. (7) Reactant: I[C:2]1[CH:3]=[N:4][CH:5]=[CH:6][C:7]=1[C:8]1[O:9][C:10]2[CH:16]=[CH:15][C:14]([C:17]([F:20])([F:19])[F:18])=[CH:13][C:11]=2[N:12]=1.[N:21]1[CH:26]=[CH:25][CH:24]=[C:23](B(O)O)[CH:22]=1.O1CCOCC1.C(=O)([O-])[O-].[Na+].[Na+]. Product: [F:18][C:17]([F:20])([F:19])[C:14]1[CH:15]=[CH:16][C:10]2[O:9][C:8]([C:7]3[CH:6]=[CH:5][N:4]=[CH:3][C:2]=3[C:23]3[CH:22]=[N:21][CH:26]=[CH:25][CH:24]=3)=[N:12][C:11]=2[CH:13]=1. The catalyst class is: 189. (8) Reactant: [Fe:1]([Cl:3])[Cl:2].[CH3:4][C:5]1[CH:10]=[CH:9][CH:8]=[CH:7][C:6]=1[N:11]=[C:12]([C:14]1[CH:19]=[CH:18][CH:17]=[C:16]([C:20](=[N:22][C:23]2[CH:28]=[CH:27][CH:26]=[CH:25][C:24]=2[CH3:29])[CH3:21])[N:15]=1)[CH3:13]. Product: [Fe:1]([Cl:3])[Cl:2].[CH3:29][C:24]1[CH:25]=[CH:26][CH:27]=[CH:28][C:23]=1[N:22]=[C:20]([C:16]1[CH:17]=[CH:18][CH:19]=[C:14]([C:12](=[N:11][C:6]2[CH:7]=[CH:8][CH:9]=[CH:10][C:5]=2[CH3:4])[CH3:13])[N:15]=1)[CH3:21]. The catalyst class is: 51.